Dataset: Full USPTO retrosynthesis dataset with 1.9M reactions from patents (1976-2016). Task: Predict the reactants needed to synthesize the given product. (1) Given the product [CH:1]1([C:4]2[CH:5]=[C:6]([NH:10][C:11]3[O:12][CH2:13][C:14]4[CH:20]=[C:19]([NH:21][C:26]([NH:25][CH:22]([CH3:24])[CH3:23])=[O:27])[CH:18]=[CH:17][C:15]=4[N:16]=3)[CH:7]=[CH:8][CH:9]=2)[CH2:3][CH2:2]1, predict the reactants needed to synthesize it. The reactants are: [CH:1]1([C:4]2[CH:5]=[C:6]([NH:10][C:11]3[O:12][CH2:13][C:14]4[CH:20]=[C:19]([NH2:21])[CH:18]=[CH:17][C:15]=4[N:16]=3)[CH:7]=[CH:8][CH:9]=2)[CH2:3][CH2:2]1.[CH:22]([N:25]=[C:26]=[O:27])([CH3:24])[CH3:23]. (2) Given the product [OH:8][C:9]1[C:10]([O:35][CH3:36])=[CH:11][C:12]2[CH2:21][CH2:20][N:19]3[CH:14]([CH2:15][C:16]4[C:25]([Cl:26])=[CH:24][C:23]([O:27][CH3:28])=[C:22]([O:29][S:30]([CH3:33])(=[O:32])=[O:31])[C:17]=4[CH2:18]3)[C:13]=2[CH:34]=1, predict the reactants needed to synthesize it. The reactants are: C([O:8][C:9]1[C:10]([O:35][CH3:36])=[CH:11][C:12]2[CH2:21][CH2:20][N:19]3[CH:14]([CH2:15][C:16]4[C:25]([Cl:26])=[CH:24][C:23]([O:27][CH3:28])=[C:22]([O:29][S:30]([CH3:33])(=[O:32])=[O:31])[C:17]=4[CH2:18]3)[C:13]=2[CH:34]=1)C1C=CC=CC=1.